From a dataset of Full USPTO retrosynthesis dataset with 1.9M reactions from patents (1976-2016). Predict the reactants needed to synthesize the given product. (1) Given the product [CH2:45]([O:44][C:42]([N:22]1[C@@H:23]([C:26]2[CH:27]=[CH:28][CH:29]=[CH:30][CH:31]=2)[CH2:24][CH2:25][C@H:21]1[C:19](=[O:20])[NH:18][C:15]1[S:16][CH:17]=[C:13]([C:10]2[CH:11]=[CH:12][C:7]([C:5](=[O:6])[NH:4][CH:1]3[CH2:2][CH2:3]3)=[CH:8][CH:9]=2)[N:14]=1)=[O:43])[C:46]1[CH:51]=[CH:50][CH:49]=[CH:48][CH:47]=1, predict the reactants needed to synthesize it. The reactants are: [CH:1]1([NH:4][C:5]([C:7]2[CH:12]=[CH:11][C:10]([C:13]3[N:14]=[C:15]([NH:18][C:19]([C@@H:21]4[CH2:25][CH2:24][C@H:23]([C:26]5[CH:31]=[CH:30][CH:29]=[CH:28][CH:27]=5)[NH:22]4)=[O:20])[S:16][CH:17]=3)=[CH:9][CH:8]=2)=[O:6])[CH2:3][CH2:2]1.CCN(C(C)C)C(C)C.Cl[C:42]([O:44][CH2:45][C:46]1[CH:51]=[CH:50][CH:49]=[CH:48][CH:47]=1)=[O:43]. (2) Given the product [CH3:1][O:2][C:3]1[CH:4]=[C:5]2[C:10](=[CH:11][CH:12]=1)[CH:9]=[C:8]([CH:13]([OH:14])[CH2:15][CH2:16][CH2:17][CH2:18][CH2:19][CH3:20])[CH:7]=[CH:6]2, predict the reactants needed to synthesize it. The reactants are: [CH3:1][O:2][C:3]1[CH:4]=[C:5]2[C:10](=[CH:11][CH:12]=1)[CH:9]=[C:8]([CH:13]=[O:14])[CH:7]=[CH:6]2.[CH2:15]([Mg]Br)[CH2:16][CH2:17][CH2:18][CH2:19][CH3:20].[NH4+].[Cl-]. (3) Given the product [NH2:9][C:5]1[C:4]([CH3:12])=[N:3][C:2]([Cl:1])=[N:7][CH:6]=1, predict the reactants needed to synthesize it. The reactants are: [Cl:1][C:2]1[N:7]=[C:6](Cl)[C:5]([N+:9]([O-])=O)=[C:4]([CH3:12])[N:3]=1.C([O-])(O)=O.[Na+]. (4) Given the product [C:1]([O:5][C:6]([N:8]1[CH2:9][CH2:10][CH:11]([CH:14]2[CH2:18][C:17]3[CH:19]=[C:20]([C:33]4[CH:34]=[CH:35][N:36]=[CH:37][C:38]=4[C:39]#[N:40])[CH:21]=[CH:22][C:16]=3[O:15]2)[CH2:12][CH2:13]1)=[O:7])([CH3:2])([CH3:4])[CH3:3], predict the reactants needed to synthesize it. The reactants are: [C:1]([O:5][C:6]([N:8]1[CH2:13][CH2:12][CH:11]([CH:14]2[CH2:18][C:17]3[CH:19]=[C:20](B4OC(C)(C)C(C)(C)O4)[CH:21]=[CH:22][C:16]=3[O:15]2)[CH2:10][CH2:9]1)=[O:7])([CH3:4])([CH3:3])[CH3:2].Br[C:33]1[C:38]([C:39]#[N:40])=[CH:37][N:36]=[CH:35][CH:34]=1. (5) Given the product [Cl:3][C:4]1[CH:5]=[C:6]2[CH:12]=[CH:11][N:10]([CH2:21][C:22]([OH:24])=[O:23])[C:7]2=[N:8][CH:9]=1, predict the reactants needed to synthesize it. The reactants are: [OH-].[Na+].[Cl:3][C:4]1[CH:5]=[C:6]2[CH:12]=[CH:11][NH:10][C:7]2=[N:8][CH:9]=1.C1(C)C=CC=CC=1.Br[CH2:21][C:22]([O:24]C)=[O:23]. (6) Given the product [NH2:1][C:2]1[CH:7]=[CH:6][C:5]([S:8]([NH:11][C:12]2[CH:13]=[CH:14][C:15]3[CH2:19][O:18][B:17]([OH:20])[C:16]=3[CH:21]=2)(=[O:9])=[O:10])=[C:4]([CH2:22][CH2:23][CH:24]([OH:26])[CH3:25])[CH:3]=1, predict the reactants needed to synthesize it. The reactants are: [NH2:1][C:2]1[CH:7]=[CH:6][C:5]([S:8]([NH:11][C:12]2[CH:13]=[CH:14][C:15]3[CH2:19][O:18][B:17]([OH:20])[C:16]=3[CH:21]=2)(=[O:10])=[O:9])=[C:4]([CH2:22][CH2:23][C:24](=[O:26])[CH3:25])[CH:3]=1.[BH4-].[Na+].Cl. (7) Given the product [CH2:17]([S:14]([N:11]1[CH2:12][CH2:13][N:8]([C:5]2[N:4]=[C:3]([C:19]3[N:28]=[C:26]4[N:27]([CH:20]=3)[CH:23]=[CH:24][S:25]4)[C:2]([NH2:1])=[N:7][CH:6]=2)[CH2:9][CH2:10]1)(=[O:16])=[O:15])[CH3:18], predict the reactants needed to synthesize it. The reactants are: [NH2:1][C:2]1[C:3]([C:19](=O)[CH2:20]Br)=[N:4][C:5]([N:8]2[CH2:13][CH2:12][N:11]([S:14]([CH2:17][CH3:18])(=[O:16])=[O:15])[CH2:10][CH2:9]2)=[CH:6][N:7]=1.[CH:23]1[N:27]=[C:26]([NH2:28])[S:25][CH:24]=1. (8) Given the product [CH3:1][NH:2][C:3]([C:5]1[N:6]([C:26]2[CH:27]=[CH:28][C:23]([C:20](=[O:22])[CH3:21])=[CH:24][CH:25]=2)[C:7]2[C:12]([C:13]=1[Cl:14])=[CH:11][CH:10]=[CH:9][CH:8]=2)=[O:4], predict the reactants needed to synthesize it. The reactants are: [CH3:1][NH:2][C:3]([C:5]1[NH:6][C:7]2[C:12]([C:13]=1[Cl:14])=[CH:11][CH:10]=[CH:9][CH:8]=2)=[O:4].CN(C)C=O.[C:20]([C:23]1[CH:28]=[CH:27][C:26](B(O)O)=[CH:25][CH:24]=1)(=[O:22])[CH3:21].C(N(CC)C(C)C)(C)C. (9) The reactants are: [N:1]([C:4]1[CH:17]=[C:16]2[C:7]([O:8][C:9]3[C:10]([F:26])=[CH:11][C:12]([O:24][CH3:25])=[CH:13][C:14]=3[C@@:15]32[CH2:22][CH2:21][O:20][C:19]([NH2:23])=[N:18]3)=[CH:6][CH:5]=1)=[N+]=[N-].CP(C)C. Given the product [F:26][C:10]1[C:9]2[O:8][C:7]3[C:16](=[CH:17][C:4]([NH2:1])=[CH:5][CH:6]=3)[C@@:15]3([CH2:22][CH2:21][O:20][C:19]([NH2:23])=[N:18]3)[C:14]=2[CH:13]=[C:12]([O:24][CH3:25])[CH:11]=1, predict the reactants needed to synthesize it. (10) The reactants are: Cl[C:2]1[S:3][C:4]([C:13]([O:15][CH3:16])=[O:14])=[C:5]([C:7]2[N:11]([CH3:12])[N:10]=[CH:9][N:8]=2)[N:6]=1.[Cl:17][C:18]1[CH:19]=[C:20]([C:24]([NH:26][C@H:27]2[CH2:32][CH2:31][NH:30][CH2:29][C@H:28]2[O:33][CH2:34][CH2:35][CH3:36])=[O:25])[NH:21][C:22]=1[CH3:23].CCN(C(C)C)C(C)C.O. Given the product [Cl:17][C:18]1[CH:19]=[C:20]([C:24]([NH:26][C@@H:27]2[CH2:32][CH2:31][N:30]([C:2]3[S:3][C:4]([C:13]([O:15][CH3:16])=[O:14])=[C:5]([C:7]4[N:11]([CH3:12])[N:10]=[CH:9][N:8]=4)[N:6]=3)[CH2:29][C@@H:28]2[O:33][CH2:34][CH2:35][CH3:36])=[O:25])[NH:21][C:22]=1[CH3:23], predict the reactants needed to synthesize it.